This data is from Forward reaction prediction with 1.9M reactions from USPTO patents (1976-2016). The task is: Predict the product of the given reaction. (1) Given the reactants [CH3:1][O:2][C:3]1[CH:4]=[C:5]([CH:9]=[CH:10][CH:11]=1)[CH2:6][NH:7][CH3:8].[OH-].[Na+].[Br:14][C:15]1[S:19][C:18]([S:20](Cl)(=[O:22])=[O:21])=[CH:17][CH:16]=1.O, predict the reaction product. The product is: [Br:14][C:15]1[S:19][C:18]([S:20]([N:7]([CH2:6][C:5]2[CH:9]=[CH:10][CH:11]=[C:3]([O:2][CH3:1])[CH:4]=2)[CH3:8])(=[O:22])=[O:21])=[CH:17][CH:16]=1. (2) Given the reactants [CH3:1][CH2:2][O:3][C:4]([CH2:6]P(OCC)(OCC)=O)=[O:5].[Li+].CC([N-]C(C)C)C.[CH3:23][O:24][C:25]1[CH:26]=[C:27]([C:31]([CH3:35])([CH3:34])[CH:32]=O)[CH:28]=[CH:29][CH:30]=1.[Cl-].[NH4+], predict the reaction product. The product is: [CH2:2]([O:3][C:4](=[O:5])/[CH:6]=[CH:35]/[C:31]([C:27]1[CH:28]=[CH:29][CH:30]=[C:25]([O:24][CH3:23])[CH:26]=1)([CH3:32])[CH3:34])[CH3:1]. (3) Given the reactants [O:1]=[C:2]([C:15]1[CH:20]=[CH:19][CH:18]=[CH:17][CH:16]=1)[CH2:3][N:4]1[C:12](=[O:13])[C:11]2[C:6](=[CH:7][CH:8]=[CH:9][CH:10]=2)[C:5]1=[O:14].[CH2:21](O)[CH2:22][OH:23], predict the reaction product. The product is: [C:15]1([C:2]2([CH2:3][N:4]3[C:12](=[O:13])[C:11]4[C:6](=[CH:7][CH:8]=[CH:9][CH:10]=4)[C:5]3=[O:14])[O:23][CH2:22][CH2:21][O:1]2)[CH:20]=[CH:19][CH:18]=[CH:17][CH:16]=1. (4) Given the reactants FF.FC(C(O)=O)C([S:7][CH2:8][CH2:9][NH:10][C:11](=[O:54])[CH2:12][CH2:13][NH:14][C:15](=[O:53])[C@H:16]([OH:52])[C:17]([CH3:51])([CH3:50])[CH2:18][O:19][P:20]([OH:49])(=[O:48])[O:21][P:22]([OH:47])(=[O:46])[O:23][CH2:24][C@H:25]1[O:29][C@@H:28]([N:30]2[C:39]3[N:38]=[CH:37][N:36]=[C:34]([NH2:35])[C:33]=3[N:32]=[CH:31]2)[C@H:27]([OH:40])[C@@H:26]1[O:41][P:42]([OH:45])([OH:44])=[O:43])=O, predict the reaction product. The product is: [CH3:51][C:17]([C@@H:16]([OH:52])[C:15]([NH:14][CH2:13][CH2:12][C:11]([NH:10][CH2:9][CH2:8][SH:7])=[O:54])=[O:53])([CH2:18][O:19][P:20]([O:21][P:22]([O:23][CH2:24][C@H:25]1[O:29][C@@H:28]([N:30]2[C:39]3[N:38]=[CH:37][N:36]=[C:34]([NH2:35])[C:33]=3[N:32]=[CH:31]2)[C@H:27]([OH:40])[C@@H:26]1[O:41][P:42]([OH:45])([OH:44])=[O:43])([OH:47])=[O:46])([OH:49])=[O:48])[CH3:50]. (5) Given the reactants [CH2:1]([O:8][C:9]1[C:10]([CH3:25])=[CH:11][C:12]([N+]([O-])=O)=[C:13]([CH:21]=1)[CH:14]=[CH:15][N:16]1[CH2:20]CCC1)[C:2]1[CH:7]=[CH:6][CH:5]=[CH:4][CH:3]=1.O1CCOCC1, predict the reaction product. The product is: [CH3:20][N:16]1[C:12]2[C:13](=[CH:21][C:9]([O:8][CH2:1][C:2]3[CH:3]=[CH:4][CH:5]=[CH:6][CH:7]=3)=[C:10]([CH3:25])[CH:11]=2)[CH:14]=[CH:15]1. (6) Given the reactants [NH:1]1[CH:5]=[CH:4][CH:3]=[C:2]1/[CH:6]=[CH:7]/[C:8]([O:10][CH2:11][CH3:12])=[O:9], predict the reaction product. The product is: [NH:1]1[CH:5]=[CH:4][CH:3]=[C:2]1[CH2:6][CH2:7][C:8]([O:10][CH2:11][CH3:12])=[O:9].